From a dataset of Catalyst prediction with 721,799 reactions and 888 catalyst types from USPTO. Predict which catalyst facilitates the given reaction. The catalyst class is: 1. Reactant: [S:1]1[CH:5]=[CH:4][N:3]=[C:2]1[SH:6].[CH:7](O)([CH3:9])[CH3:8].C1(P(C2C=CC=CC=2)C2C=CC=CC=2)C=CC=CC=1.CCOC(/N=N/C(OCC)=O)=O. Product: [CH:7]([S:6][C:2]1[S:1][CH:5]=[CH:4][N:3]=1)([CH3:9])[CH3:8].